Dataset: Reaction yield outcomes from USPTO patents with 853,638 reactions. Task: Predict the reaction yield, written as a fraction of the theoretical maximum amount of product (1.0 means a 100% yield; for example, 0.34 means a 34% yield). (1) The reactants are [OH:1][CH2:2][CH:3]([CH2:5][OH:6])[OH:4].[C:7]1([C:13]([C:21]2[CH:26]=[CH:25][CH:24]=[CH:23][CH:22]=2)([C:15]2[CH:20]=[CH:19][CH:18]=[CH:17][CH:16]=2)Cl)[CH:12]=[CH:11][CH:10]=[CH:9][CH:8]=1.O. The catalyst is N1C=CC=CC=1. The product is [OH:1][CH2:2][CH:3]([OH:4])[CH2:5][O:6][C:13]([C:7]1[CH:12]=[CH:11][CH:10]=[CH:9][CH:8]=1)([C:21]1[CH:22]=[CH:23][CH:24]=[CH:25][CH:26]=1)[C:15]1[CH:16]=[CH:17][CH:18]=[CH:19][CH:20]=1. The yield is 0.420. (2) The reactants are C1C=CC2N(O)N=[N:7]C=2C=1.[CH3:11][N:12]([CH2:14][C:15]1[C:16]([O:24][C:25]2[CH:30]=[CH:29][C:28]([O:31][C:32]([F:35])([F:34])[F:33])=[CH:27][CH:26]=2)=[N:17][CH:18]=[C:19]([CH:23]=1)[C:20]([OH:22])=O)[CH3:13]. The yield is 0.570. The catalyst is C(Cl)Cl. The product is [CH3:11][N:12]([CH2:14][C:15]1[C:16]([O:24][C:25]2[CH:26]=[CH:27][C:28]([O:31][C:32]([F:33])([F:34])[F:35])=[CH:29][CH:30]=2)=[N:17][CH:18]=[C:19]([CH:23]=1)[C:20]([NH2:7])=[O:22])[CH3:13]. (3) The reactants are [CH3:1][O:2][C:3]1[CH:8]=[CH:7][CH:6]=[CH:5][C:4]=1B(O)O.[Br:12][C:13]1[CH:18]=[CH:17][C:16](I)=[CH:15][CH:14]=1.C1(C)C=CC=CC=1.C([O-])([O-])=O.[Na+].[Na+]. The catalyst is O.N#N.C1C=CC([P]([Pd]([P](C2C=CC=CC=2)(C2C=CC=CC=2)C2C=CC=CC=2)([P](C2C=CC=CC=2)(C2C=CC=CC=2)C2C=CC=CC=2)[P](C2C=CC=CC=2)(C2C=CC=CC=2)C2C=CC=CC=2)(C2C=CC=CC=2)C2C=CC=CC=2)=CC=1.C(O)C. The product is [Br:12][C:13]1[CH:18]=[CH:17][C:16]([C:4]2[CH:5]=[CH:6][CH:7]=[CH:8][C:3]=2[O:2][CH3:1])=[CH:15][CH:14]=1. The yield is 0.627. (4) The reactants are [Cl:1][C:2]1[C:10]2[C:5](=[CH:6][C:7]([F:12])=[C:8]([NH2:11])[CH:9]=2)[NH:4][N:3]=1.[Cl:13][C:14]1[CH:19]=[CH:18][C:17]([CH:20]2[CH2:25][C:24](=[O:26])[NH:23][C:22]([CH3:27])=[C:21]2[C:28](O)=[O:29])=[CH:16][CH:15]=1.C(Cl)CCl.CCN(CC)CC. The catalyst is CN(C=O)C.CCOC(C)=O.Cl. The product is [Cl:1][C:2]1[C:10]2[C:5](=[CH:6][C:7]([F:12])=[C:8]([NH:11][C:28]([C:21]3[CH:20]([C:17]4[CH:18]=[CH:19][C:14]([Cl:13])=[CH:15][CH:16]=4)[CH2:25][C:24](=[O:26])[NH:23][C:22]=3[CH3:27])=[O:29])[CH:9]=2)[NH:4][N:3]=1. The yield is 0.260.